Dataset: Peptide-MHC class I binding affinity with 185,985 pairs from IEDB/IMGT. Task: Regression. Given a peptide amino acid sequence and an MHC pseudo amino acid sequence, predict their binding affinity value. This is MHC class I binding data. (1) The peptide sequence is TQGYFPDWQNY. The MHC is HLA-B15:01 with pseudo-sequence HLA-B15:01. The binding affinity (normalized) is 0.676. (2) The peptide sequence is FTLMAAILAY. The MHC is HLA-A26:01 with pseudo-sequence HLA-A26:01. The binding affinity (normalized) is 0.475. (3) The peptide sequence is WAIQCYTGV. The MHC is HLA-A24:03 with pseudo-sequence HLA-A24:03. The binding affinity (normalized) is 0.0847. (4) The peptide sequence is AMKVDANYF. The MHC is HLA-B15:03 with pseudo-sequence HLA-B15:03. The binding affinity (normalized) is 1.00. (5) The peptide sequence is YLIIICVLVV. The MHC is HLA-A02:01 with pseudo-sequence HLA-A02:01. The binding affinity (normalized) is 0.496. (6) The peptide sequence is RAYRNALSM. The MHC is HLA-B07:02 with pseudo-sequence HLA-B07:02. The binding affinity (normalized) is 0.835. (7) The peptide sequence is YVSVMNFIPI. The MHC is HLA-A02:06 with pseudo-sequence HLA-A02:06. The binding affinity (normalized) is 1.00.